Dataset: Reaction yield outcomes from USPTO patents with 853,638 reactions. Task: Predict the reaction yield, written as a fraction of the theoretical maximum amount of product (1.0 means a 100% yield; for example, 0.34 means a 34% yield). (1) The reactants are [CH3:1][C:2]1([CH3:14])[C:6]([CH3:8])([CH3:7])[O:5][B:4]([C:9]2[CH:10]=[N:11][NH:12][CH:13]=2)[O:3]1.C(OCN1C2N=CN=C(C3C=NN([CH:37]([O:39][CH2:40][CH3:41])[CH3:38])C=3)C=2C=C1)(=O)C(C)(C)C.Cl.C([O-])(O)=O.[Na+]. The catalyst is O1CCOCC1.C1(C)C=CC=CC=1. The product is [CH2:37]([O:39][CH2:40][CH2:41][N:12]1[CH:13]=[C:9]([B:4]2[O:5][C:6]([CH3:7])([CH3:8])[C:2]([CH3:14])([CH3:1])[O:3]2)[CH:10]=[N:11]1)[CH3:38]. The yield is 0.973. (2) The yield is 0.910. The product is [ClH:1].[ClH:1].[C:15]1([S:21]([N:24]2[CH2:29][CH2:28][NH:27][CH2:26][CH:25]2[CH2:37][O:38][C:39]2[CH:40]=[N:41][CH:42]=[CH:43][CH:44]=2)(=[O:22])=[O:23])[CH:20]=[CH:19][CH:18]=[CH:17][CH:16]=1. The reactants are [ClH:1].O1CCOCC1.OC(C(F)(F)F)=O.[C:15]1([S:21]([N:24]2[CH2:29][CH2:28][N:27](C(OC(C)(C)C)=O)[CH2:26][CH:25]2[CH2:37][O:38][C:39]2[CH:40]=[N:41][CH:42]=[CH:43][CH:44]=2)(=[O:23])=[O:22])[CH:20]=[CH:19][CH:18]=[CH:17][CH:16]=1. No catalyst specified. (3) The reactants are [NH2:1][C:2]1[CH:30]=[CH:29][C:5]([O:6][C:7]2[CH:12]=[CH:11][N:10]=[C:9]([NH:13][C:14]([N:16]3[CH2:21][CH2:20][N:19]([CH:22]4[CH2:27][CH2:26][N:25]([CH3:28])[CH2:24][CH2:23]4)[CH2:18][CH2:17]3)=[O:15])[CH:8]=2)=[C:4]([F:31])[CH:3]=1.[C:32]1([CH2:38][C:39]([N:41]=[C:42]=[O:43])=[O:40])[CH:37]=[CH:36][CH:35]=[CH:34][CH:33]=1. The catalyst is O1CCCC1.CCCCCC.C(OCC)(=O)C. The product is [F:31][C:4]1[CH:3]=[C:2]([NH:1][C:42]([NH:41][C:39](=[O:40])[CH2:38][C:32]2[CH:33]=[CH:34][CH:35]=[CH:36][CH:37]=2)=[O:43])[CH:30]=[CH:29][C:5]=1[O:6][C:7]1[CH:12]=[CH:11][N:10]=[C:9]([NH:13][C:14]([N:16]2[CH2:21][CH2:20][N:19]([CH:22]3[CH2:27][CH2:26][N:25]([CH3:28])[CH2:24][CH2:23]3)[CH2:18][CH2:17]2)=[O:15])[CH:8]=1. The yield is 0.610. (4) The reactants are [O:1]=[C:2]1[C:7]([CH2:8][C:9]2[CH:14]=[CH:13][C:12]([C:15]3[C:16]([C:21]#[N:22])=[CH:17][CH:18]=[CH:19][CH:20]=3)=[CH:11][CH:10]=2)=[C:6]([CH2:23][CH2:24][CH3:25])[N:5]2[N:26]=[CH:27][N:28]=[C:4]2[NH:3]1.Br[CH2:30][C:31]1[CH:40]=[CH:39][C:34]([C:35]([O:37][CH3:38])=[O:36])=[CH:33][CH:32]=1.C(=O)([O-])[O-].[K+].[K+].CN(C)C=O. The catalyst is C(OCC)(=O)C. The product is [C:21]([C:16]1[CH:17]=[CH:18][CH:19]=[CH:20][C:15]=1[C:12]1[CH:11]=[CH:10][C:9]([CH2:8][C:7]2[C:2](=[O:1])[N:3]([CH2:30][C:31]3[CH:40]=[CH:39][C:34]([C:35]([O:37][CH3:38])=[O:36])=[CH:33][CH:32]=3)[C:4]3[N:5]([N:26]=[CH:27][N:28]=3)[C:6]=2[CH2:23][CH2:24][CH3:25])=[CH:14][CH:13]=1)#[N:22]. The yield is 0.400. (5) The reactants are [F:1][C:2]1[CH:7]=[CH:6][C:5](/[CH:8]=[CH:9]/[C:10](O)=[O:11])=[CH:4][C:3]=1[O:13][CH3:14].C(N(CC)CC)C.C1C=CC(P([N:36]=[N+:37]=[N-:38])(C2C=CC=CC=2)=O)=CC=1. The catalyst is C1C=CC=CC=1. The product is [F:1][C:2]1[CH:7]=[CH:6][C:5](/[CH:8]=[CH:9]/[C:10]([N:36]=[N+:37]=[N-:38])=[O:11])=[CH:4][C:3]=1[O:13][CH3:14]. The yield is 0.710. (6) The reactants are [O:1]1[C:5]2([CH2:10][CH2:9][NH:8][CH2:7][CH2:6]2)[O:4][CH2:3][CH2:2]1.C(=O)([O-])[O-].[K+].[K+].CC(N(C)C)=O.[Br:23][C:24]1[C:25]([CH3:38])=[C:26]([CH3:37])[C:27]2[O:31][C:30]([CH2:33]I)([CH3:32])[CH2:29][C:28]=2[C:35]=1[CH3:36]. The catalyst is C(OCC)(=O)C.O. The product is [Br:23][C:24]1[C:25]([CH3:38])=[C:26]([CH3:37])[C:27]2[O:31][C:30]([CH2:32][N:8]3[CH2:9][CH2:10][C:5]4([O:4][CH2:3][CH2:2][O:1]4)[CH2:6][CH2:7]3)([CH3:33])[CH2:29][C:28]=2[C:35]=1[CH3:36]. The yield is 0.750. (7) The reactants are Cl[CH2:2][CH2:3][CH2:4][OH:5].[CH2:6]([NH2:8])[CH3:7].C([O-])([O-])=O.[K+].[K+].[C:15](O[C:15]([O:17][C:18]([CH3:21])([CH3:20])[CH3:19])=[O:16])([O:17][C:18]([CH3:21])([CH3:20])[CH3:19])=[O:16].C(N(CC)CC)C. The catalyst is CO. The product is [C:18]([O:17][C:15](=[O:16])[N:8]([CH2:6][CH3:7])[CH2:2][CH2:3][CH2:4][OH:5])([CH3:21])([CH3:20])[CH3:19]. The yield is 0.930.